The task is: Regression. Given a peptide amino acid sequence and an MHC pseudo amino acid sequence, predict their binding affinity value. This is MHC class I binding data.. This data is from Peptide-MHC class I binding affinity with 185,985 pairs from IEDB/IMGT. (1) The peptide sequence is FMECNLNEL. The MHC is HLA-A68:02 with pseudo-sequence HLA-A68:02. The binding affinity (normalized) is 0.151. (2) The peptide sequence is AVAEAQCKK. The MHC is HLA-A02:01 with pseudo-sequence HLA-A02:01. The binding affinity (normalized) is 0. (3) The peptide sequence is ISDSNPYLTQW. The MHC is Mamu-A11 with pseudo-sequence Mamu-A11. The binding affinity (normalized) is 0. (4) The peptide sequence is IEELRQHLL. The MHC is HLA-C06:02 with pseudo-sequence HLA-C06:02. The binding affinity (normalized) is 0. (5) The peptide sequence is AARAALQGG. The MHC is HLA-B15:03 with pseudo-sequence HLA-B15:03. The binding affinity (normalized) is 0. (6) The peptide sequence is RSKMLKRGSR. The MHC is HLA-A68:01 with pseudo-sequence HLA-A68:01. The binding affinity (normalized) is 0.528. (7) The peptide sequence is LVGPTPVNI. The MHC is HLA-A33:01 with pseudo-sequence HLA-A33:01. The binding affinity (normalized) is 0. (8) The peptide sequence is LMMSSPPPI. The MHC is HLA-A69:01 with pseudo-sequence HLA-A69:01. The binding affinity (normalized) is 0.523. (9) The peptide sequence is SHMEFYNQY. The MHC is Mamu-A20102 with pseudo-sequence Mamu-A20102. The binding affinity (normalized) is 0.967. (10) The peptide sequence is YIFRNTINM. The MHC is HLA-A03:01 with pseudo-sequence HLA-A03:01. The binding affinity (normalized) is 0.0847.